This data is from Full USPTO retrosynthesis dataset with 1.9M reactions from patents (1976-2016). The task is: Predict the reactants needed to synthesize the given product. (1) Given the product [CH3:13][O:12][C:11]1[CH:10]=[CH:9][C:4]([C:5]([O:7][CH3:8])=[O:6])=[CH:3][C:2]=1[NH:1][CH:17]=[C:18]([C:19]([O:21][CH2:22][CH3:23])=[O:20])[C:24]([O:26][CH2:27][CH3:28])=[O:25], predict the reactants needed to synthesize it. The reactants are: [NH2:1][C:2]1[CH:3]=[C:4]([CH:9]=[CH:10][C:11]=1[O:12][CH3:13])[C:5]([O:7][CH3:8])=[O:6].C(O[CH:17]=[C:18]([C:24]([O:26][CH2:27][CH3:28])=[O:25])[C:19]([O:21][CH2:22][CH3:23])=[O:20])C. (2) Given the product [CH2:32]([O:31][P:30]1(=[O:34])[CH:29]=[C:28]([C:22]2[CH:23]=[CH:24][CH:25]=[CH:26][CH:27]=2)[CH:13]=[C:12]([C:11]2[CH2:6][CH2:7][CH2:8][CH2:9][CH:10]=2)[O:35]1)[CH3:33], predict the reactants needed to synthesize it. The reactants are: CC(P(C(C)(C)C)[C:6]1[C:11]([C:12]2C=CC=C[CH:13]=2)=[CH:10][CH:9]=[CH:8][CH:7]=1)(C)C.[C:22]1([C:28]#[C:29][P:30](=[O:35])([OH:34])[O:31][CH2:32][CH3:33])[CH:27]=[CH:26][CH:25]=[CH:24][CH:23]=1.C(C1CCCCC=1)#C.